This data is from Peptide-MHC class II binding affinity with 134,281 pairs from IEDB. The task is: Regression. Given a peptide amino acid sequence and an MHC pseudo amino acid sequence, predict their binding affinity value. This is MHC class II binding data. (1) The peptide sequence is VVIQDNSDIKVVPRRKAKII. The MHC is DRB1_1602 with pseudo-sequence DRB1_1602. The binding affinity (normalized) is 0.426. (2) The binding affinity (normalized) is 0.386. The MHC is DRB1_1501 with pseudo-sequence DRB1_1501. The peptide sequence is YFQCFKSILLIMNAN. (3) The peptide sequence is ECGGILQAYDLRDAP. The MHC is HLA-DQA10501-DQB10201 with pseudo-sequence HLA-DQA10501-DQB10201. The binding affinity (normalized) is 0.269. (4) The peptide sequence is MLRKKQITVLDLHPGAGK. The MHC is DRB1_1501 with pseudo-sequence DRB1_1501. The binding affinity (normalized) is 0.197. (5) The peptide sequence is EGKVVQYENLKYTVI. The MHC is DRB3_0101 with pseudo-sequence DRB3_0101. The binding affinity (normalized) is 0.295. (6) The peptide sequence is EMGANLCVERVLDCR. The MHC is HLA-DQA10501-DQB10302 with pseudo-sequence HLA-DQA10501-DQB10302. The binding affinity (normalized) is 0.379.